From a dataset of Reaction yield outcomes from USPTO patents with 853,638 reactions. Predict the reaction yield, written as a fraction of the theoretical maximum amount of product (1.0 means a 100% yield; for example, 0.34 means a 34% yield). (1) The reactants are C([O:3][C:4](=[O:39])[C:5]([NH:7][C:8]1[CH:17]=[CH:16][C:15]([CH2:18][CH2:19][C:20]([NH:22][CH2:23][CH2:24][CH2:25][CH2:26][O:27][C:28]2[CH:33]=[CH:32][CH:31]=[C:30]([OH:34])[C:29]=2[C:35]([O:37][CH3:38])=[O:36])=[O:21])=[CH:14][C:9]=1[C:10]([O:12]C)=[O:11])=[O:6])C.[OH-].[Na+]. The catalyst is CO. The product is [C:4]([C:5]([NH:7][C:8]1[CH:17]=[CH:16][C:15]([CH2:18][CH2:19][C:20]([NH:22][CH2:23][CH2:24][CH2:25][CH2:26][O:27][C:28]2[CH:33]=[CH:32][CH:31]=[C:30]([OH:34])[C:29]=2[C:35]([O:37][CH3:38])=[O:36])=[O:21])=[CH:14][C:9]=1[C:10]([OH:12])=[O:11])=[O:6])([OH:39])=[O:3]. The yield is 0.940. (2) The catalyst is C(Cl)Cl. The yield is 0.990. The reactants are [F:1][C:2]1[CH:3]=[C:4]([C:28]2[C:29]([C:34]#[N:35])=[CH:30][CH:31]=[CH:32][CH:33]=2)[CH:5]=[CH:6][C:7]=1[CH2:8][C:9]1[C:14](=[O:15])[N:13]([C:16]2[CH:21]=[CH:20][C:19]([O:22]C)=[CH:18][CH:17]=2)[C:12]([CH3:24])=[N:11][C:10]=1[CH2:25][CH2:26][CH3:27].BrB(Br)Br.C(OCC)(=O)C.O. The product is [F:1][C:2]1[CH:3]=[C:4]([C:28]2[C:29]([C:34]#[N:35])=[CH:30][CH:31]=[CH:32][CH:33]=2)[CH:5]=[CH:6][C:7]=1[CH2:8][C:9]1[C:14](=[O:15])[N:13]([C:16]2[CH:21]=[CH:20][C:19]([OH:22])=[CH:18][CH:17]=2)[C:12]([CH3:24])=[N:11][C:10]=1[CH2:25][CH2:26][CH3:27]. (3) The yield is 1.00. The product is [NH2:11][CH:12]1[N:18]=[C:17]([C:19]2[CH:20]=[CH:21][CH:22]=[CH:23][CH:24]=2)[C:16]2[CH:25]=[CH:26][CH:27]=[CH:28][C:15]=2[N:14]([CH2:29][CH2:30][CH2:31][C:32]([F:34])([F:33])[F:35])[C:13]1=[O:36]. The catalyst is C(Cl)Cl. The reactants are C(OC([NH:11][CH:12]1[N:18]=[C:17]([C:19]2[CH:24]=[CH:23][CH:22]=[CH:21][CH:20]=2)[C:16]2[CH:25]=[CH:26][CH:27]=[CH:28][C:15]=2[N:14]([CH2:29][CH2:30][CH2:31][C:32]([F:35])([F:34])[F:33])[C:13]1=[O:36])=O)C1C=CC=CC=1. (4) The reactants are [CH3:1][C:2]([CH3:10])([CH:5]([OH:9])[CH:6]([CH3:8])[CH3:7])[CH2:3][OH:4].[N+:11]([C:14]1[CH:21]=[CH:20][CH:19]=[C:18]([N+]([O-])=O)[C:15]=1[C:16]#[N:17])([O-:13])=[O:12]. No catalyst specified. The product is [OH:9][CH:5]([CH:6]([CH3:8])[CH3:7])[C:2]([CH3:10])([CH3:1])[CH2:3][O:4][C:18]1[CH:19]=[CH:20][CH:21]=[C:14]([N+:11]([O-:13])=[O:12])[C:15]=1[C:16]#[N:17]. The yield is 0.900. (5) The reactants are Cl[C:2]1[C:11]2[C:6](=[CH:7][C:8]([O:14][CH3:15])=[C:9]([O:12][CH3:13])[CH:10]=2)[N:5]=[CH:4][C:3]=1[C:16]([NH2:18])=[O:17].[NH2:19][C:20]1[CH:28]=[CH:27][C:23]([C:24]([OH:26])=[O:25])=[C:22](C)[CH:21]=1.[C:30](O)(=O)C.C([O-])(O)=O.[Na+]. The catalyst is CN(C=O)C.O. The product is [C:24]([C:23]1[CH:22]=[CH:21][C:20]([NH:19][C:2]2[C:11]3[C:6](=[CH:7][C:8]([O:14][CH3:15])=[C:9]([O:12][CH3:13])[CH:10]=3)[N:5]=[CH:4][C:3]=2[C:16]([NH2:18])=[O:17])=[C:28]([CH3:30])[CH:27]=1)([OH:26])=[O:25]. The yield is 0.470. (6) The reactants are [N:1]([CH2:4][CH2:5][O:6][CH2:7][CH2:8][O:9][CH2:10][CH2:11][O:12][CH2:13][C:14]1[CH:23]=[C:22]([OH:24])[CH:21]=[C:20]2[C:15]=1[CH:16]=[C:17]([C:26]([OH:28])=O)[C:18](=[O:25])[O:19]2)=[N+:2]=[N-:3].Cl.C1C=CC2N(O)N=NC=2C=1.O.[C:41]1([SH:47])[CH:46]=[CH:45][CH:44]=[CH:43][CH:42]=1. The catalyst is CN(C=O)C. The product is [CH:44]1[CH:45]=[CH:46][C:41]([S:47][C:26]([C:17]2[C:18](=[O:25])[O:19][C:20]3[CH:21]=[C:22]([OH:24])[CH:23]=[C:14]([CH2:13][O:12][CH2:11][CH2:10][O:9][CH2:8][CH2:7][O:6][CH2:5][CH2:4][N:1]=[N+:2]=[N-:3])[C:15]=3[CH:16]=2)=[O:28])=[CH:42][CH:43]=1. The yield is 0.890. (7) The reactants are Cl.[N:2]1([C:8]2[C:12]3[CH:13]=[CH:14][CH:15]=[CH:16][C:11]=3[S:10][N:9]=2)[CH2:7][CH2:6][NH:5][CH2:4][CH2:3]1.[F:17][C:18]1[CH:19]=[CH:20][C:21]([N+:28]([O-:30])=[O:29])=[C:22]([CH2:24][C:25](O)=[O:26])[CH:23]=1. No catalyst specified. The product is [S:10]1[C:11]2[CH:16]=[CH:15][CH:14]=[CH:13][C:12]=2[C:8]([N:2]2[CH2:7][CH2:6][N:5]([C:25](=[O:26])[CH2:24][C:22]3[CH:23]=[C:18]([F:17])[CH:19]=[CH:20][C:21]=3[N+:28]([O-:30])=[O:29])[CH2:4][CH2:3]2)=[N:9]1. The yield is 0.500. (8) The reactants are [ClH:1].[CH:2]1[C:11]2[C:6](=[CH:7][CH:8]=[CH:9][CH:10]=2)[CH:5]=[CH:4][C:3]=1[S:12]([N:15]1[C:23]2[C:18](=[CH:19][C:20]([C:24]3[C:33]4[C:28](=[CH:29][CH:30]=[CH:31][CH:32]=4)[CH:27]=[CH:26][CH:25]=3)=[CH:21][CH:22]=2)[C:17]([CH2:34][CH2:35][NH2:36])=[CH:16]1)(=[O:14])=[O:13].CC1C=C(C)[N:40]([C:44](N)=[NH:45])N=1.C(N(CC)CC)C. The catalyst is C(O)C. The product is [ClH:1].[CH:2]1[C:11]2[C:6](=[CH:7][CH:8]=[CH:9][CH:10]=2)[CH:5]=[CH:4][C:3]=1[S:12]([N:15]1[C:23]2[C:18](=[CH:19][C:20]([C:24]3[C:33]4[C:28](=[CH:29][CH:30]=[CH:31][CH:32]=4)[CH:27]=[CH:26][CH:25]=3)=[CH:21][CH:22]=2)[C:17]([CH2:34][CH2:35][NH:36][C:44]([NH2:45])=[NH:40])=[CH:16]1)(=[O:14])=[O:13]. The yield is 0.170. (9) The reactants are F.F.F.C(N(CC)CC)C.C(N(CC)CC)C.[Si]([O:35][CH2:36][C@H:37]1[O:41][C@@H:40]([N:42]2[CH:49]=[C:48]([CH3:50])[C:46](=[O:47])[NH:45][C:43]2=[O:44])[C@H:39]([O:51][CH2:52][CH2:53][O:54][N:55]([CH3:57])[CH3:56])[C@@H:38]1[OH:58])(C(C)(C)C)(C1C=CC=CC=1)C1C=CC=CC=1.CO. The catalyst is C1COCC1.C(Cl)Cl. The product is [CH3:56][N:55]([CH3:57])[O:54][CH2:53][CH2:52][O:51][C@@H:39]1[C@H:38]([OH:58])[C@@H:37]([CH2:36][OH:35])[O:41][C@H:40]1[N:42]1[CH:49]=[C:48]([CH3:50])[C:46](=[O:47])[NH:45][C:43]1=[O:44]. The yield is 0.925.